This data is from Full USPTO retrosynthesis dataset with 1.9M reactions from patents (1976-2016). The task is: Predict the reactants needed to synthesize the given product. Given the product [Br:2][C:3]1[CH:11]=[C:10]([F:12])[CH:9]=[CH:8][C:4]=1[CH2:5][CH2:6][NH:7][CH:16]([CH2:17][CH2:18][CH3:19])[CH2:15][CH2:14][CH3:13], predict the reactants needed to synthesize it. The reactants are: Cl.[Br:2][C:3]1[CH:11]=[C:10]([F:12])[CH:9]=[CH:8][C:4]=1[CH2:5][CH2:6][NH2:7].[CH3:13][CH2:14][CH2:15][C:16](=O)[CH2:17][CH2:18][CH3:19].C(O[BH-](OC(=O)C)OC(=O)C)(=O)C.[Na+].C(=O)([O-])O.[Na+].